This data is from Reaction yield outcomes from USPTO patents with 853,638 reactions. The task is: Predict the reaction yield, written as a fraction of the theoretical maximum amount of product (1.0 means a 100% yield; for example, 0.34 means a 34% yield). The reactants are [CH2:1]([O:8][CH2:9][CH:10]1[O:15][CH2:14][CH:13]([OH:16])[CH2:12][CH2:11]1)[C:2]1[CH:7]=[CH:6][CH:5]=[CH:4][CH:3]=1.CC(OI1(OC(C)=O)(OC(C)=O)OC(=O)C2C1=CC=CC=2)=O. The catalyst is ClCCl. The product is [CH2:1]([O:8][CH2:9][CH:10]1[O:15][CH2:14][C:13](=[O:16])[CH2:12][CH2:11]1)[C:2]1[CH:3]=[CH:4][CH:5]=[CH:6][CH:7]=1. The yield is 0.250.